From a dataset of Reaction yield outcomes from USPTO patents with 853,638 reactions. Predict the reaction yield, written as a fraction of the theoretical maximum amount of product (1.0 means a 100% yield; for example, 0.34 means a 34% yield). (1) The reactants are FC(F)(F)C(O)=O.NCCC1CCN([C:17]2[C:18]3[S:25][C:24]([C:26]([NH2:28])=[O:27])=[CH:23][C:19]=3[N:20]=[CH:21][N:22]=2)CC1.C([O-])([O-])=O.[Na+].[Na+].C(SCC)(=S)C. The catalyst is CCO.O. The product is [N:20]1[C:19]2[CH:23]=[C:24]([C:26]([NH2:28])=[O:27])[S:25][C:18]=2[CH:17]=[N:22][CH:21]=1. The yield is 0.380. (2) The reactants are [CH3:1][C:2]([CH3:20])=[CH:3][C:4]1[CH:13]=[C:12]2[C:7]([CH:8]=[C:9]([NH:14][C:15]([CH:17]3[CH2:19][CH2:18]3)=[O:16])[N:10]=[CH:11]2)=[CH:6][CH:5]=1.C(OCC)(=O)C.C(O)C. The catalyst is [Pd]. The product is [CH2:3]([C:4]1[CH:13]=[C:12]2[C:7]([CH:8]=[C:9]([NH:14][C:15]([CH:17]3[CH2:19][CH2:18]3)=[O:16])[N:10]=[CH:11]2)=[CH:6][CH:5]=1)[CH:2]([CH3:20])[CH3:1]. The yield is 0.700. (3) The yield is 0.900. The product is [CH:1]([C:4]1[CH:9]=[C:8]([CH:10]([CH3:12])[CH3:11])[C:7]([S:13]([C:16]2[CH:21]=[CH:20][CH:19]=[CH:18][CH:17]=2)(=[O:15])=[O:14])=[CH:6][C:5]=1[S:22]([NH:34][CH2:26][CH2:27][C:28]1[CH:33]=[CH:32][CH:31]=[CH:30][CH:29]=1)(=[O:24])=[O:23])([CH3:3])[CH3:2]. The reactants are [CH:1]([C:4]1[CH:9]=[C:8]([CH:10]([CH3:12])[CH3:11])[C:7]([S:13]([C:16]2[CH:21]=[CH:20][CH:19]=[CH:18][CH:17]=2)(=[O:15])=[O:14])=[CH:6][C:5]=1[S:22](Cl)(=[O:24])=[O:23])([CH3:3])[CH3:2].[CH2:26]([NH2:34])[CH2:27][C:28]1[CH:33]=[CH:32][CH:31]=[CH:30][CH:29]=1. The catalyst is ClCCl. (4) The reactants are [I:1][C:2]1[CH:7]=[CH:6][C:5]([N:8]2[CH2:13][CH2:12][NH:11][CH2:10][CH2:9]2)=[CH:4][CH:3]=1.[C:14]1(=O)[CH2:18][CH2:17][CH2:16][CH2:15]1.[BH-](OC(C)=O)(OC(C)=O)OC(C)=O.[Na+].CC(O)=O. The catalyst is ClCCCl.C1COCC1. The product is [CH:14]1([N:11]2[CH2:12][CH2:13][N:8]([C:5]3[CH:4]=[CH:3][C:2]([I:1])=[CH:7][CH:6]=3)[CH2:9][CH2:10]2)[CH2:18][CH2:17][CH2:16][CH2:15]1. The yield is 0.820. (5) The reactants are C(C1C=C(NC(=O)[CH2:16][CH2:17][CH2:18][C:19]2[CH:24]=[CH:23][C:22]([B:25]([OH:27])[OH:26])=[CH:21][CH:20]=2)C=CC=1S(CC)(=O)=O)#N.BrC1C=CC(CC[CH2:38][N:39](C)[C:40]([NH:42][C:43]2[CH:48]=[CH:47][CH:46]=[C:45]([C:49]#[N:50])[CH:44]=2)=[O:41])=CC=1. No catalyst specified. The product is [C:49]([C:45]1[CH:44]=[C:43]([NH:42][C:40](=[O:41])[N:39]([CH2:16][CH2:17][CH2:18][C:19]2[CH:20]=[CH:21][C:22]([B:25]([OH:26])[OH:27])=[CH:23][CH:24]=2)[CH3:38])[CH:48]=[CH:47][CH:46]=1)#[N:50]. The yield is 0.910. (6) The reactants are Br[CH2:2][C:3]1[CH:8]=[CH:7][C:6]([F:9])=[CH:5][C:4]=1[S:10]([N:13]([CH3:15])[CH3:14])(=[O:12])=[O:11].[N-:16]=[N+:17]=[N-:18].[Na+]. The catalyst is CN(C)C=O. The product is [N:16]([CH2:2][C:3]1[CH:8]=[CH:7][C:6]([F:9])=[CH:5][C:4]=1[S:10]([N:13]([CH3:15])[CH3:14])(=[O:12])=[O:11])=[N+:17]=[N-:18]. The yield is 0.870. (7) The catalyst is CC#N. The reactants are C1(P(C2C=CC=CC=2)C2C=CC=CC=2)C=CC=CC=1.[Br:20]Br.[OH:22][C:23]1[CH:32]=[CH:31][C:30]2[C:25](=[CH:26][C:27](O)=[CH:28][CH:29]=2)[CH:24]=1. The product is [Br:20][C:27]1[CH:26]=[C:25]2[C:30]([CH:31]=[CH:32][C:23]([OH:22])=[CH:24]2)=[CH:29][CH:28]=1. The yield is 0.430.